Dataset: Experimentally validated miRNA-target interactions with 360,000+ pairs, plus equal number of negative samples. Task: Binary Classification. Given a miRNA mature sequence and a target amino acid sequence, predict their likelihood of interaction. (1) The miRNA is hsa-miR-6771-3p with sequence CAAACCCCUGUCUACCCGCAG. The protein sequence of the target gene is MTLDMDAVLSDFVRSTGAEPGLARDLLEGKNWDVNAALSDFEQLRQVHAGNLPPSFSEGSGGSRTPEKGFSDREPTRPPRPILQRQDDIVQEKRLSRGISHASSSIVSLARSHVSSNGGGGGSNEHPLEMPICAFQLPDLTVYNEDFRSFIERDLIEQSMLVALEQAGRLNWWVSVDPTSQRLLPLATTGDGNCLLHAASLGMWGFHDRDLMLRKALYALMEKGVEKEALKRRWRWQQTQQNKESGLVYTEDEWQKEWNELIKLASSEPRMHLGTNGANCGGVESSEEPVYESLEEFHVF.... Result: 1 (interaction). (2) The miRNA is mmu-miR-713 with sequence UGCACUGAAGGCACACAGC. The protein sequence of the target gene is MEGAALLKIFVVCIWVQQNHPGWTVAGQFQEKKRFTEEVIEYFQKKVSPVHLKILLTSDEAWKRFVRVAELPREEADALYEALKNLTPYVAIEDKDMQQKEQQFREWFLKEFPQIRWKIQESIERLRVIANEIEKVHRGCVIANVVSGSTGILSVIGVMLAPFTAGLSLSITAAGVGLGIASATAGIASSIVENTYTRSAELTASRLTATSTDQLEALRDILRDITPNVLSFALDFDEATKMIANDVHTLRRSKATVGRPLIAWRYVPINVVETLRTRGAPTRIVRKVARNLGKATSGVL.... Result: 0 (no interaction). (3) The miRNA is hsa-miR-590-5p with sequence GAGCUUAUUCAUAAAAGUGCAG. The protein sequence of the target gene is MESMLNKLKSTVTKVTADVTSAVMGNPVTREFDVGRHIASGGNGLAWKIFNGTKKSTKQEVAVFVFDKKLIDKYQKFEKDQIIDSLKRGVQQLTRLRHPRLLTVQHPLEESRDCLAFCTEPVFASLANVLGNWENLPSPISPDIKDYKLYDVETKYGLLQVSEGLSFLHSSVKMVHGNITPENIILNKSGAWKIMGFDFCVSSTNPSEQEPKFPCKEWDPNLPSLCLPNPEYLAPEYILSVSCETASDMYSLGTVMYAVFNKGKPIFEVNKQDIYKSFSRQLDQLSRLGSSSLTNIPEEV.... Result: 0 (no interaction).